From a dataset of Reaction yield outcomes from USPTO patents with 853,638 reactions. Predict the reaction yield, written as a fraction of the theoretical maximum amount of product (1.0 means a 100% yield; for example, 0.34 means a 34% yield). (1) The reactants are C[O:2][C:3](=O)[C@H:4]([N:14]([CH2:27][C:28]1[CH:33]=[CH:32][C:31]([F:34])=[CH:30][CH:29]=1)[C:15]([C@@H:17]([NH:19]C(OC(C)(C)C)=O)[CH3:18])=[O:16])[CH2:5][O:6][CH2:7][C:8]1[CH:13]=[CH:12][CH:11]=[CH:10][CH:9]=1.FC(F)(F)C(O)=O. The catalyst is C(Cl)Cl. The product is [F:34][C:31]1[CH:32]=[CH:33][C:28]([CH2:27][N:14]2[C:15](=[O:16])[C@H:17]([CH3:18])[NH:19][C:3](=[O:2])[C@H:4]2[CH2:5][O:6][CH2:7][C:8]2[CH:13]=[CH:12][CH:11]=[CH:10][CH:9]=2)=[CH:29][CH:30]=1. The yield is 0.830. (2) The reactants are Br[C:2]1[CH:3]=[C:4]2[C:8](=[CH:9][CH:10]=1)[N:7]([C:11]1[CH:16]=[CH:15][CH:14]=[CH:13][CH:12]=1)[C:6](=[O:17])/[C:5]/2=[N:18]\[C:19]1[CH:24]=[CH:23][CH:22]=[C:21]([C:25]([F:28])([F:27])[F:26])[CH:20]=1.[C:29]1(B(O)O)[CH:34]=[CH:33][CH:32]=[CH:31][CH:30]=1.C([O-])([O-])=O.[Na+].[Na+]. The catalyst is C1COCC1.C1C=CC([P]([Pd]([P](C2C=CC=CC=2)(C2C=CC=CC=2)C2C=CC=CC=2)([P](C2C=CC=CC=2)(C2C=CC=CC=2)C2C=CC=CC=2)[P](C2C=CC=CC=2)(C2C=CC=CC=2)C2C=CC=CC=2)(C2C=CC=CC=2)C2C=CC=CC=2)=CC=1. The product is [C:8]1([N:7]2[C:11]3[C:12](=[CH:13][C:14]([C:29]4[CH:34]=[CH:33][CH:32]=[CH:31][CH:30]=4)=[CH:15][CH:16]=3)/[C:5](=[N:18]/[C:19]3[CH:24]=[CH:23][CH:22]=[C:21]([C:25]([F:28])([F:27])[F:26])[CH:20]=3)/[C:6]2=[O:17])[CH:9]=[CH:10][CH:2]=[CH:3][CH:4]=1. The yield is 0.180. (3) The reactants are [Cl:1][C:2]1[CH:3]=[C:4]([NH:9][C:10]2[C:19]3[C:14](=[CH:15][C:16]([O:40][CH3:41])=[C:17]([O:20][CH2:21][CH2:22][CH2:23][N:24]4[CH2:32][CH:31]5[CH:26]([N:27](C(OC(C)(C)C)=O)[CH2:28][CH2:29][CH2:30]5)[CH2:25]4)[CH:18]=3)[N:13]=[CH:12][N:11]=2)[CH:5]=[CH:6][C:7]=1[F:8].Cl. The catalyst is C(Cl)Cl.CO. The product is [Cl:1][C:2]1[CH:3]=[C:4]([NH:9][C:10]2[C:19]3[C:14](=[CH:15][C:16]([O:40][CH3:41])=[C:17]([O:20][CH2:21][CH2:22][CH2:23][N:24]4[CH2:32][CH:31]5[CH:26]([NH:27][CH2:28][CH2:29][CH2:30]5)[CH2:25]4)[CH:18]=3)[N:13]=[CH:12][N:11]=2)[CH:5]=[CH:6][C:7]=1[F:8]. The yield is 0.800. (4) The reactants are [C:1]1([S:7]([N:10]2[C:14]3=[N:15][CH:16]=[CH:17][CH:18]=[C:13]3[C:12]([CH2:19][C:20]3[CH:21]=[CH:22][C:23]([NH2:26])=[N:24][CH:25]=3)=[CH:11]2)(=[O:9])=[O:8])[CH:6]=[CH:5][CH:4]=[CH:3][CH:2]=1.[Cl:27][C:28]1C=NC=[CH:32][C:33]=1C=O.F[C:37](F)(F)C(O)=O.C([SiH](CC)CC)C.C(=O)([O-])[O-].[K+].[K+].[C:56](#[N:58])[CH3:57]. No catalyst specified. The product is [C:1]1([S:7]([N:10]2[C:14]3=[N:15][CH:16]=[CH:17][CH:18]=[C:13]3[C:12]([CH2:19][C:20]3[CH:21]=[CH:22][C:23]([NH:26][CH2:37][C:57]4[CH:56]=[N:58][CH:32]=[CH:33][C:28]=4[Cl:27])=[N:24][CH:25]=3)=[CH:11]2)(=[O:9])=[O:8])[CH:6]=[CH:5][CH:4]=[CH:3][CH:2]=1. The yield is 0.496. (5) The reactants are Br[C:2]1[C:3]([C:31]#[N:32])=[CH:4][CH:5]=[C:6]2[C:14]=1[NH:13][C:12]1[C:11]([CH3:16])([CH3:15])[C:10]3[CH:17]=[C:18]([O:21][CH2:22][C@H:23]4[CH2:27][O:26][C:25]([CH3:29])([CH3:28])[O:24]4)[CH:19]=[CH:20][C:9]=3[C:8](=[O:30])[C:7]2=1.[NH:33]1[CH:37]=CN=C1.[OH2:38]. The catalyst is C(N)=O.C([O-])(=O)C.[Pd+2].C([O-])(=O)C.C1(P(C2C=CC=CC=2)[C-]2C=CC=C2)C=CC=CC=1.[C-]1(P(C2C=CC=CC=2)C2C=CC=CC=2)C=CC=C1.[Fe+2]. The product is [C:31]([C:3]1[C:2]([C:37]([NH2:33])=[O:38])=[C:14]2[C:6]([C:7]3[C:8](=[O:30])[C:9]4[CH:20]=[CH:19][C:18]([O:21][CH2:22][C@H:23]5[CH2:27][O:26][C:25]([CH3:28])([CH3:29])[O:24]5)=[CH:17][C:10]=4[C:11]([CH3:16])([CH3:15])[C:12]=3[NH:13]2)=[CH:5][CH:4]=1)#[N:32]. The yield is 0.270. (6) The reactants are [Br:1][C:2]1[CH:3]=[N:4][C:5]([C:8]2[CH:13]=[CH:12][C:11]([CH2:14][C@H:15]([NH:23][C:24]([C:26]3[S:27][C:28]([C:31]([CH3:34])([CH3:33])[CH3:32])=[CH:29][CH:30]=3)=[O:25])[C:16]([O:18]C(C)(C)C)=[O:17])=[CH:10][CH:9]=2)=[N:6][CH:7]=1.C(O)(C(F)(F)F)=O. The catalyst is C(Cl)Cl. The product is [Br:1][C:2]1[CH:7]=[N:6][C:5]([C:8]2[CH:9]=[CH:10][C:11]([CH2:14][C@H:15]([NH:23][C:24]([C:26]3[S:27][C:28]([C:31]([CH3:34])([CH3:33])[CH3:32])=[CH:29][CH:30]=3)=[O:25])[C:16]([OH:18])=[O:17])=[CH:12][CH:13]=2)=[N:4][CH:3]=1. The yield is 0.970.